This data is from NCI-60 drug combinations with 297,098 pairs across 59 cell lines. The task is: Regression. Given two drug SMILES strings and cell line genomic features, predict the synergy score measuring deviation from expected non-interaction effect. (1) Drug 1: CC1C(C(CC(O1)OC2CC(CC3=C2C(=C4C(=C3O)C(=O)C5=C(C4=O)C(=CC=C5)OC)O)(C(=O)C)O)N)O.Cl. Drug 2: C1=C(C(=O)NC(=O)N1)N(CCCl)CCCl. Cell line: MOLT-4. Synergy scores: CSS=67.3, Synergy_ZIP=-3.51, Synergy_Bliss=-4.12, Synergy_Loewe=-3.95, Synergy_HSA=-1.37. (2) Drug 1: CCC1(CC2CC(C3=C(CCN(C2)C1)C4=CC=CC=C4N3)(C5=C(C=C6C(=C5)C78CCN9C7C(C=CC9)(C(C(C8N6C=O)(C(=O)OC)O)OC(=O)C)CC)OC)C(=O)OC)O.OS(=O)(=O)O. Drug 2: C1=CN(C=N1)CC(O)(P(=O)(O)O)P(=O)(O)O. Cell line: BT-549. Synergy scores: CSS=-0.204, Synergy_ZIP=-0.589, Synergy_Bliss=-0.244, Synergy_Loewe=-2.40, Synergy_HSA=-1.22. (3) Drug 1: CC(C)(C#N)C1=CC(=CC(=C1)CN2C=NC=N2)C(C)(C)C#N. Drug 2: CC(C)NC(=O)C1=CC=C(C=C1)CNNC.Cl. Cell line: OVCAR-8. Synergy scores: CSS=-11.5, Synergy_ZIP=6.56, Synergy_Bliss=6.86, Synergy_Loewe=-6.29, Synergy_HSA=-4.58.